From a dataset of HIV replication inhibition screening data with 41,000+ compounds from the AIDS Antiviral Screen. Binary Classification. Given a drug SMILES string, predict its activity (active/inactive) in a high-throughput screening assay against a specified biological target. (1) The drug is COCC(C)N=CN1CCc2ccccc2C1(Cc1ccccc1)Cc1ccccc1. The result is 0 (inactive). (2) The molecule is O=C1c2cc3c(cc2CC12Cc1ccc4c(c1C2=O)CCC4)CCCC3. The result is 0 (inactive). (3) The molecule is CNc1nc(OC)c2c(n1)[n+](C)cn2C.[Cl-]. The result is 0 (inactive). (4) The molecule is CC1(C)OCC(COC(=O)C=[N+]=[N-])O1. The result is 0 (inactive). (5) The molecule is c1ccc(C[Sn](Cc2ccccc2)(Oc2cccc3cccnc23)Oc2cccc3cccnc23)cc1. The result is 0 (inactive). (6) The drug is COc1cccc(C=C2C(=O)NC(=O)NC2=O)c1. The result is 0 (inactive). (7) The molecule is O=C(Nc1nc(C23CC4CC(CC(C4)C2)C3)cs1)c1c(O)nc2ccccc2c1O. The result is 0 (inactive).